Dataset: Peptide-MHC class II binding affinity with 134,281 pairs from IEDB. Task: Regression. Given a peptide amino acid sequence and an MHC pseudo amino acid sequence, predict their binding affinity value. This is MHC class II binding data. (1) The peptide sequence is LVEALYLVCGE. The MHC is HLA-DPA10201-DPB10501 with pseudo-sequence HLA-DPA10201-DPB10501. The binding affinity (normalized) is 0.344. (2) The peptide sequence is IVYIKPAKNIYSFNE. The MHC is DRB1_0405 with pseudo-sequence DRB1_0405. The binding affinity (normalized) is 0.617.